Dataset: Forward reaction prediction with 1.9M reactions from USPTO patents (1976-2016). Task: Predict the product of the given reaction. (1) The product is: [O-:4][S:2]([C:5]([F:8])([F:7])[F:6])(=[O:3])=[O:1].[CH3:9][N:10]([CH3:23])[C:11]1[CH:12]=[C:13]2[C:18](=[CH:19][CH:20]=1)[N+:17]([CH3:21])=[C:16](/[CH:22]=[CH:36]/[C:33]1[CH:32]=[C:31]([C:28]3[CH:29]=[CH:30][C:25]([CH3:24])=[CH:26][CH:27]=3)[O:35][N:34]=1)[CH:15]=[CH:14]2. Given the reactants [O-:1][S:2]([C:5]([F:8])([F:7])[F:6])(=[O:4])=[O:3].[CH3:9][N:10]([CH3:23])[C:11]1[CH:12]=[C:13]2[C:18](=[CH:19][CH:20]=1)[N+:17]([CH3:21])=[C:16]([CH3:22])[CH:15]=[CH:14]2.[CH3:24][C:25]1[CH:30]=[CH:29][C:28]([C:31]2[O:35][N:34]=[C:33]([CH:36]=O)[CH:32]=2)=[CH:27][CH:26]=1, predict the reaction product. (2) Given the reactants Br[C:2]1[CH:7]=[CH:6][C:5]([N:8]2[CH2:13][CH2:12][N:11]([C:14]([O:16][Si:17]([CH:24]([CH3:26])[CH3:25])([CH:21]([CH3:23])[CH3:22])[CH:18]([CH3:20])[CH3:19])=[O:15])[CH2:10][CH2:9]2)=[CH:4][CH:3]=1.C([O:30][B:31](OC(C)C)[O:32]C(C)C)(C)C.P(=O)(O)(O)O, predict the reaction product. The product is: [CH:18]([Si:17]([CH:24]([CH3:26])[CH3:25])([CH:21]([CH3:23])[CH3:22])[O:16][C:14]([N:11]1[CH2:12][CH2:13][N:8]([C:5]2[CH:6]=[CH:7][C:2]([B:31]([OH:32])[OH:30])=[CH:3][CH:4]=2)[CH2:9][CH2:10]1)=[O:15])([CH3:20])[CH3:19]. (3) Given the reactants [CH3:1][O-:2].[Na+].[Br:4][C:5]1[CH:10]=[N:9][C:8](Cl)=[C:7]2[NH:12][N:13]=[CH:14][C:6]=12.[Cl-].[NH4+], predict the reaction product. The product is: [Br:4][C:5]1[CH:10]=[N:9][C:8]([O:2][CH3:1])=[C:7]2[NH:12][N:13]=[CH:14][C:6]=12. (4) Given the reactants [NH:1]1[C:9]2[C:4](=[CH:5][CH:6]=[CH:7][CH:8]=2)[C:3]2([CH2:13][O:12][C:11]3=[CH:14][C:15]4[CH2:19][CH2:18][O:17][C:16]=4[CH:20]=[C:10]23)[C:2]1=[O:21].N1C2C(=CC=CC=2)[C:24]2([C:34]3=CC4OCOC=4[CH:41]=[C:33]3[O:32][CH2:31]2)C1=O.CC1C=CC(S(OC[C@H]2CCCO2)(=O)=O)=CC=1.CC1C=CC(S(OC[C@H]2COCCO2)(=O)=O)=CC=1, predict the reaction product. The product is: [O:32]1[CH2:31][CH2:24][CH2:34][C@@H:33]1[CH2:41][N:1]1[C:9]2[C:4](=[CH:5][CH:6]=[CH:7][CH:8]=2)[C:3]2([CH2:13][O:12][C:11]3=[CH:14][C:15]4[CH2:19][CH2:18][O:17][C:16]=4[CH:20]=[C:10]23)[C:2]1=[O:21]. (5) The product is: [C:20]1(=[O:5])[C:19]2[C:18](=[CH:25][CH:24]=[CH:23][CH:22]=2)[CH2:17][NH:21]1. Given the reactants Cl.CC1C(CN2C=C(N)C=N2)=C(C)[O:5]N=1.Br[CH2:17][C:18]1[CH:25]=[CH:24][CH:23]=[CH:22][C:19]=1[C:20]#[N:21].C(N(CC)CC)C, predict the reaction product. (6) Given the reactants O[C:2]1([CH:8]([C:11]2[CH:12]=[N:13][C:14]([C:17]([F:20])([F:19])[F:18])=[CH:15][CH:16]=2)[C:9]#[N:10])[CH2:7][CH2:6][O:5][CH2:4][CH2:3]1.S(Cl)(Cl)=O, predict the reaction product. The product is: [O:5]1[CH2:4][CH2:3][C:2](=[C:8]([C:11]2[CH:12]=[N:13][C:14]([C:17]([F:20])([F:18])[F:19])=[CH:15][CH:16]=2)[C:9]#[N:10])[CH2:7][CH2:6]1.